Dataset: Full USPTO retrosynthesis dataset with 1.9M reactions from patents (1976-2016). Task: Predict the reactants needed to synthesize the given product. Given the product [NH2:1][C:2]1[N:6]([C:7]2[CH:8]=[N:9][CH:10]=[CH:11][CH:12]=2)[N:5]=[CH:4][C:3]=1[C:13]([O-:15])=[O:14].[Na+:19], predict the reactants needed to synthesize it. The reactants are: [NH2:1][C:2]1[N:6]([C:7]2[CH:8]=[N:9][CH:10]=[CH:11][CH:12]=2)[N:5]=[CH:4][C:3]=1[C:13]([O:15]CC)=[O:14].[OH-].[Na+:19].